Dataset: Full USPTO retrosynthesis dataset with 1.9M reactions from patents (1976-2016). Task: Predict the reactants needed to synthesize the given product. (1) Given the product [CH:1]1([C:4]2[N:13]=[C:12]([N:14]3[CH2:19][CH2:18][N:17]([C:20]4[CH:25]=[C:24]([CH3:34])[CH:23]=[CH:22][C:21]=4[O:27][CH3:28])[CH2:16][CH2:15]3)[C:11]3[C:6](=[CH:7][C:8]([O:31][CH3:32])=[C:9]([O:29][CH3:30])[CH:10]=3)[N:5]=2)[CH2:3][CH2:2]1, predict the reactants needed to synthesize it. The reactants are: [CH:1]1([C:4]2[N:13]=[C:12]([N:14]3[CH2:19][CH2:18][N:17]([C:20]4[CH:25]=[CH:24][C:23](F)=[CH:22][C:21]=4[O:27][CH3:28])[CH2:16][CH2:15]3)[C:11]3[C:6](=[CH:7][C:8]([O:31][CH3:32])=[C:9]([O:29][CH3:30])[CH:10]=3)[N:5]=2)[CH2:3][CH2:2]1.F[C:34]1C=CC(N2CCNCC2)=C(OC)C=1.COC1C=CC(C)=CC=1N1CCNCC1. (2) Given the product [CH3:4][O:5][C:6](=[O:20])[C:7]1[CH:12]=[CH:11][CH:10]=[C:9]([N+:13]([O-:15])=[O:14])[C:8]=1[NH2:16], predict the reactants needed to synthesize it. The reactants are: C[O-].[Na+].[CH3:4][O:5][C:6](=[O:20])[C:7]1[CH:12]=[CH:11][CH:10]=[C:9]([N+:13]([O-:15])=[O:14])[C:8]=1[NH:16]C(=O)C.Cl. (3) Given the product [F:31][C:28]1[CH:27]=[CH:26][C:25]([CH2:24][N:21]2[CH2:20][CH:19]([CH2:32][CH2:33][OH:34])[N:10]3[C:11](=[O:18])[N:12]([CH:15]([CH3:17])[CH3:16])[C:13](=[O:14])[C:8]([OH:7])=[C:9]3[C:22]2=[O:23])=[CH:30][CH:29]=1, predict the reactants needed to synthesize it. The reactants are: C([O:7][C:8]1[C:13](=[O:14])[N:12]([CH:15]([CH3:17])[CH3:16])[C:11](=[O:18])[N:10]2[CH:19]([CH2:32][CH2:33][OH:34])[CH2:20][N:21]([CH2:24][C:25]3[CH:30]=[CH:29][C:28]([F:31])=[CH:27][CH:26]=3)[C:22](=[O:23])[C:9]=12)(=O)C(C)(C)C.C[O-].[Na+].